Predict the reactants needed to synthesize the given product. From a dataset of Full USPTO retrosynthesis dataset with 1.9M reactions from patents (1976-2016). (1) Given the product [CH3:11][N:12]1[CH2:17][CH2:16][N:15]([C:2]2[CH:7]=[N:6][C:5]([N+:8]([O-:10])=[O:9])=[CH:4][CH:3]=2)[CH2:14][CH2:13]1, predict the reactants needed to synthesize it. The reactants are: Br[C:2]1[CH:3]=[CH:4][C:5]([N+:8]([O-:10])=[O:9])=[N:6][CH:7]=1.[CH3:11][N:12]1[CH2:17][CH2:16][NH:15][CH2:14][CH2:13]1. (2) Given the product [CH3:19][N:20]([CH3:29])[C:21]([CH:23]1[CH2:24][CH2:25][N:26]([CH2:11][C:9]2[S:8][C:6]3[N:7]=[C:2]([Cl:1])[N:3]=[C:4]([N:13]4[CH2:18][CH2:17][O:16][CH2:15][CH2:14]4)[C:5]=3[CH:10]=2)[CH2:27][CH2:28]1)=[O:22], predict the reactants needed to synthesize it. The reactants are: [Cl:1][C:2]1[N:3]=[C:4]([N:13]2[CH2:18][CH2:17][O:16][CH2:15][CH2:14]2)[C:5]2[CH:10]=[C:9]([CH:11]=O)[S:8][C:6]=2[N:7]=1.[CH3:19][N:20]([CH3:29])[C:21]([CH:23]1[CH2:28][CH2:27][NH:26][CH2:25][CH2:24]1)=[O:22].